This data is from Full USPTO retrosynthesis dataset with 1.9M reactions from patents (1976-2016). The task is: Predict the reactants needed to synthesize the given product. (1) The reactants are: [NH2:1][C@@H:2]([CH:5]([CH3:7])[CH3:6])[CH2:3][OH:4].[Br:8][C:9]1[CH:10]=[C:11]([CH:16]=[CH:17][C:18]=1[CH2:19]Br)[C:12]([O:14][CH3:15])=[O:13]. Given the product [Br:8][C:9]1[CH:10]=[C:11]([CH:16]=[CH:17][C:18]=1[CH2:19][NH:1][C@@H:2]([CH:5]([CH3:7])[CH3:6])[CH2:3][OH:4])[C:12]([O:14][CH3:15])=[O:13], predict the reactants needed to synthesize it. (2) Given the product [N+:1]([C:4]1[CH:5]=[CH:6][C:7]([C:10]2([C:11]#[N:12])[CH2:17][CH2:16][CH2:15][CH2:14]2)=[CH:8][CH:9]=1)([O-:3])=[O:2], predict the reactants needed to synthesize it. The reactants are: [N+:1]([C:4]1[CH:9]=[CH:8][C:7]([CH2:10][C:11]#[N:12])=[CH:6][CH:5]=1)([O-:3])=[O:2].Br[CH2:14][CH2:15][CH2:16][CH2:17]Br. (3) Given the product [CH2:25]([O:8][C:5]1[CH:6]=[CH:7][C:2]([Cl:1])=[C:3]([O:9][CH2:10][O:11][CH3:12])[CH:4]=1)[C:22]1[CH:23]=[CH:24][CH:19]=[CH:20][CH:21]=1, predict the reactants needed to synthesize it. The reactants are: [Cl:1][C:2]1[CH:7]=[CH:6][C:5]([OH:8])=[CH:4][C:3]=1[O:9][CH2:10][O:11][CH3:12].C(=O)([O-])[O-].[K+].[K+].[CH:19]1[CH:24]=[CH:23][C:22]([CH2:25]Br)=[CH:21][CH:20]=1. (4) Given the product [CH3:26][O:27][C:28]1[CH:29]=[C:30]2[C:35](=[CH:36][CH:37]=1)[N:34]([C:10]([CH:7]1[CH2:8][CH2:9][N:4]([CH2:3][C:2]([NH:13][CH2:14][C:15]3[NH:16][C:17](=[O:25])[C:18]4[CH2:24][O:23][CH2:22][CH2:21][C:19]=4[N:20]=3)=[O:1])[CH2:5][CH2:6]1)=[O:12])[CH2:33][CH2:32][CH2:31]2, predict the reactants needed to synthesize it. The reactants are: [O:1]=[C:2]([NH:13][CH2:14][C:15]1[NH:16][C:17](=[O:25])[C:18]2[CH2:24][O:23][CH2:22][CH2:21][C:19]=2[N:20]=1)[CH2:3][N:4]1[CH2:9][CH2:8][CH:7]([C:10]([OH:12])=O)[CH2:6][CH2:5]1.[CH3:26][O:27][C:28]1[CH:29]=[C:30]2[C:35](=[CH:36][CH:37]=1)[NH:34][CH2:33][CH2:32][CH2:31]2. (5) Given the product [C:15]([O:14][C:12]([N:9]1[CH2:10][CH2:11][C@@H:6]([C:4]([OH:5])=[O:3])[C@H:7]([C:19]2[CH:24]=[CH:23][CH:22]=[CH:21][CH:20]=2)[CH2:8]1)=[O:13])([CH3:18])([CH3:16])[CH3:17], predict the reactants needed to synthesize it. The reactants are: C([O:3][C:4]([C@@H:6]1[CH2:11][CH2:10][N:9]([C:12]([O:14][C:15]([CH3:18])([CH3:17])[CH3:16])=[O:13])[CH2:8][C@H:7]1[C:19]1[CH:24]=[CH:23][CH:22]=[CH:21][CH:20]=1)=[O:5])C.[OH-].[K+].